This data is from Forward reaction prediction with 1.9M reactions from USPTO patents (1976-2016). The task is: Predict the product of the given reaction. (1) Given the reactants NC1(C2C=CC(C3OC4C(=O)N(C)C=CC=4C=3C3C=CC=CC=3)=CC=2)CCC1.[CH3:29][N:30]1[C:35]2[O:36][C:37]([C:45]3[CH:50]=[CH:49][C:48]([C:51]4([NH:55]C(=O)OC(C)(C)C)[CH2:54][CH2:53][CH2:52]4)=[CH:47][CH:46]=3)=[C:38]([C:39]3[CH:44]=[CH:43][CH:42]=[CH:41][CH:40]=3)[C:34]=2[C:33](=[O:63])[N:32]([CH3:64])[C:31]1=[O:65], predict the reaction product. The product is: [NH2:55][C:51]1([C:48]2[CH:47]=[CH:46][C:45]([C:37]3[O:36][C:35]4[N:30]([CH3:29])[C:31](=[O:65])[N:32]([CH3:64])[C:33](=[O:63])[C:34]=4[C:38]=3[C:39]3[CH:40]=[CH:41][CH:42]=[CH:43][CH:44]=3)=[CH:50][CH:49]=2)[CH2:52][CH2:53][CH2:54]1. (2) Given the reactants [H-].[Na+].CN(C=O)C.[O:8]=[C:9]1[CH:15]([NH:16][C:17](=[O:23])[O:18][C:19]([CH3:22])([CH3:21])[CH3:20])[CH2:14][S:13][CH2:12][CH2:11][NH:10]1.Br[CH2:25][C:26]1[CH:31]=[C:30]([Cl:32])[N:29]=[C:28]([Cl:33])[CH:27]=1, predict the reaction product. The product is: [C:19]([O:18][C:17](=[O:23])[NH:16][CH:15]1[CH2:14][S:13][CH2:12][CH2:11][N:10]([CH2:25][C:26]2[CH:31]=[C:30]([Cl:32])[N:29]=[C:28]([Cl:33])[CH:27]=2)[C:9]1=[O:8])([CH3:20])([CH3:22])[CH3:21].